Dataset: Forward reaction prediction with 1.9M reactions from USPTO patents (1976-2016). Task: Predict the product of the given reaction. (1) Given the reactants [C:1]([CH2:4][C:5]1[CH:13]=[CH:12][C:8]2[O:9][CH2:10][O:11][C:7]=2[CH:6]=1)(=[NH:3])[NH2:2].[CH3:14][CH:15]([C:21](OCC)=[O:22])[C:16](OCC)=[O:17].C[O-].[Na+], predict the reaction product. The product is: [O:9]1[C:8]2[CH:12]=[CH:13][C:5]([CH2:4][C:1]3[N:2]=[C:16]([OH:17])[C:15]([CH3:14])=[C:21]([OH:22])[N:3]=3)=[CH:6][C:7]=2[O:11][CH2:10]1. (2) Given the reactants [CH3:1][O:2][C:3]1[CH:8]=[CH:7][C:6]([C:9]2[CH:14]=[CH:13][C:12]([C:15]([O:17][CH3:18])=[O:16])=[CH:11][C:10]=2[CH3:19])=[CH:5][CH:4]=1.OOS([O-])=O.[K+].[K+].[Br-:27], predict the reaction product. The product is: [Br:27][C:8]1[CH:7]=[C:6]([C:9]2[CH:14]=[CH:13][C:12]([C:15]([O:17][CH3:18])=[O:16])=[CH:11][C:10]=2[CH3:19])[CH:5]=[CH:4][C:3]=1[O:2][CH3:1].